Task: Predict the reaction yield, written as a fraction of the theoretical maximum amount of product (1.0 means a 100% yield; for example, 0.34 means a 34% yield).. Dataset: Reaction yield outcomes from USPTO patents with 853,638 reactions (1) The reactants are [CH:1]1([NH:4][C:5](=[NH:14])[C:6]2[CH:11]=[CH:10][C:9]([O:12][CH3:13])=[CH:8][CH:7]=2)[CH2:3][CH2:2]1.Br[C:16](=[CH:19]OC(C)C)[CH:17]=[O:18].C([O-])([O-])=O.[K+].[K+].C(Cl)(Cl)Cl. The catalyst is O. The product is [CH:1]1([N:4]2[C:16]([CH:17]=[O:18])=[CH:19][N:14]=[C:5]2[C:6]2[CH:11]=[CH:10][C:9]([O:12][CH3:13])=[CH:8][CH:7]=2)[CH2:2][CH2:3]1. The yield is 0.850. (2) The reactants are Cl.[N:2]1[CH:7]=[CH:6][CH:5]=[CH:4][C:3]=1[C:8]1[CH2:9][CH2:10][NH:11][CH2:12][CH:13]=1.C=O.[F:16][C:17]([F:28])([F:27])[C:18]1[CH:19]=[C:20]([CH:24]=[CH:25][CH:26]=1)[C:21]([NH2:23])=[O:22].[C:29](=O)([O-])[O-].[K+].[K+]. The catalyst is C(O)C. The product is [N:2]1[CH:7]=[CH:6][CH:5]=[CH:4][C:3]=1[C:8]1[CH2:9][CH2:10][N:11]([CH2:29][NH:23][C:21](=[O:22])[C:20]2[CH:24]=[CH:25][CH:26]=[C:18]([C:17]([F:27])([F:28])[F:16])[CH:19]=2)[CH2:12][CH:13]=1. The yield is 0.410. (3) The reactants are [CH:1]([C:4]1[CH:9]=[CH:8][C:7]([C:10]2[N:14]3[CH:15]=[N:16][C:17]4[N:21]([S:22]([C:25]5[CH:31]=[CH:30][C:28]([CH3:29])=[CH:27][CH:26]=5)(=[O:24])=[O:23])[CH:20]=[CH:19][C:18]=4[C:13]3=[C:12]([CH:32]3[CH2:37][CH2:36][CH2:35][NH:34][CH2:33]3)[N:11]=2)=[CH:6][CH:5]=1)([CH3:3])[CH3:2].[C:38](OC(=O)C)(=[O:40])[CH3:39]. The catalyst is C(Cl)Cl. The product is [CH:1]([C:4]1[CH:9]=[CH:8][C:7]([C:10]2[N:14]3[CH:15]=[N:16][C:17]4[N:21]([S:22]([C:25]5[CH:26]=[CH:27][C:28]([CH3:29])=[CH:30][CH:31]=5)(=[O:24])=[O:23])[CH:20]=[CH:19][C:18]=4[C:13]3=[C:12]([CH:32]3[CH2:37][CH2:36][CH2:35][N:34]([C:38](=[O:40])[CH3:39])[CH2:33]3)[N:11]=2)=[CH:6][CH:5]=1)([CH3:3])[CH3:2]. The yield is 0.460. (4) The reactants are [CH:1]([C:4]1[CH:11]=[CH:10]C(C#N)=[C:6]([N+:12]([O-:14])=[O:13])[CH:5]=1)([CH3:3])[CH3:2].[OH-].[Na+].O.[C:18]([OH:21])(=[O:20])[CH3:19]. No catalyst specified. The product is [CH:1]([C:4]1[CH:11]=[CH:10][C:19]([C:18]([OH:21])=[O:20])=[C:6]([N+:12]([O-:14])=[O:13])[CH:5]=1)([CH3:3])[CH3:2]. The yield is 0.730. (5) The reactants are C([N:8]1[CH2:12][CH:11]([C:13]2[CH:18]=[CH:17][C:16]([Cl:19])=[C:15]([F:20])[CH:14]=2)[CH:10]([N:21]([CH2:23][C:24]2[CH:29]=[CH:28][C:27]([C:30]([F:33])([F:32])[F:31])=[C:26]([F:34])[CH:25]=2)[CH3:22])[CH2:9]1)C1C=CC=CC=1.ClC(OCC(Cl)(Cl)Cl)=O. The catalyst is CC#N. The product is [Cl:19][C:16]1[CH:17]=[CH:18][C:13]([CH:11]2[CH2:12][NH:8][CH2:9][CH:10]2[N:21]([CH2:23][C:24]2[CH:29]=[CH:28][C:27]([C:30]([F:33])([F:31])[F:32])=[C:26]([F:34])[CH:25]=2)[CH3:22])=[CH:14][C:15]=1[F:20]. The yield is 0.670.